Predict the reaction yield, written as a fraction of the theoretical maximum amount of product (1.0 means a 100% yield; for example, 0.34 means a 34% yield). From a dataset of Reaction yield outcomes from USPTO patents with 853,638 reactions. (1) The reactants are [Br:1][C:2]1[C:3]([C:24]([F:27])([F:26])[F:25])=[CH:4][C:5]([N+:21]([O-])=O)=[C:6]([NH:8][CH:9]2[CH2:14][CH2:13][N:12]([CH:15]3[CH2:20][CH2:19][O:18][CH2:17][CH2:16]3)[CH2:11][CH2:10]2)[CH:7]=1.O.NN. The catalyst is C(O)C.[Ni]. The product is [Br:1][C:2]1[CH:7]=[C:6]([NH:8][CH:9]2[CH2:10][CH2:11][N:12]([CH:15]3[CH2:20][CH2:19][O:18][CH2:17][CH2:16]3)[CH2:13][CH2:14]2)[C:5]([NH2:21])=[CH:4][C:3]=1[C:24]([F:26])([F:25])[F:27]. The yield is 0.990. (2) The reactants are [N:1]1[C:6]([CH3:7])=[CH:5][C:4]([CH3:8])=[CH:3][C:2]=1[CH3:9].OO.[C:12]([OH:15])(=[O:14])[CH3:13]. The catalyst is C(OC(=O)C)(=O)C. The product is [C:12]([O:15][CH2:9][C:2]1[CH:3]=[C:4]([CH3:8])[CH:5]=[C:6]([CH3:7])[N:1]=1)(=[O:14])[CH3:13]. The yield is 0.240. (3) The reactants are [NH2:1][C:2]1[CH:11]=[CH:10][C:5]([C:6]([O:8][CH3:9])=[O:7])=[CH:4][CH:3]=1.[N:12]([O-])=O.[Na+].[Sn](Cl)(Cl)(Cl)Cl. The catalyst is Cl.O. The product is [NH:1]([C:2]1[CH:3]=[CH:4][C:5]([C:6]([O:8][CH3:9])=[O:7])=[CH:10][CH:11]=1)[NH2:12]. The yield is 0.925. (4) The reactants are [CH2:1]([O:8][C:9]1[N:10]=[N:11][C:12]([C:23]#[C:24][C:25]2[CH:30]=[CH:29][C:28]([C:31]([F:34])([F:33])[F:32])=[C:27](C)[CH:26]=2)=[CH:13][C:14]=1[O:15][CH2:16][C:17]1[CH:22]=[CH:21][CH:20]=[CH:19][CH:18]=1)[C:2]1[CH:7]=[CH:6][CH:5]=[CH:4][CH:3]=1.BrC1C=CC(C(F)(F)F)=C([Cl:47])C=1. No catalyst specified. The product is [CH2:1]([O:8][C:9]1[N:10]=[N:11][C:12]([C:23]#[C:24][C:25]2[CH:30]=[CH:29][C:28]([C:31]([F:34])([F:33])[F:32])=[C:27]([Cl:47])[CH:26]=2)=[CH:13][C:14]=1[O:15][CH2:16][C:17]1[CH:22]=[CH:21][CH:20]=[CH:19][CH:18]=1)[C:2]1[CH:7]=[CH:6][CH:5]=[CH:4][CH:3]=1. The yield is 0.980. (5) The product is [CH3:1][O:2][C:3]1[C:8]2[N:9]=[C:10]([NH:12][C:13]([C:15]3[S:16][C:17]([CH3:20])=[CH:18][CH:19]=3)=[O:14])[S:11][C:7]=2[C:6]([C:27]2[CH:26]=[CH:25][N:24]=[C:23]([CH3:22])[CH:28]=2)=[CH:5][CH:4]=1. The yield is 0.500. No catalyst specified. The reactants are [CH3:1][O:2][C:3]1[C:8]2[N:9]=[C:10]([NH:12][C:13]([C:15]3[S:16][C:17]([CH3:20])=[CH:18][CH:19]=3)=[O:14])[S:11][C:7]=2[C:6](I)=[CH:5][CH:4]=1.[CH3:22][C:23]1[CH:28]=[C:27]([Sn](C)(C)C)[CH:26]=[CH:25][N:24]=1. (6) The reactants are C([O:8][CH2:9][CH2:10][NH:11][C:12]1[N:17]2[N:18]=[C:19]([C:21]3[O:22][CH:23]=[CH:24][CH:25]=3)[N:20]=[C:16]2[C:15]([CH2:26][N:27]2[CH2:32][CH2:31][N:30]([C:33]3[CH:38]=[CH:37][CH:36]=[CH:35][CH:34]=3)[CH2:29][CH2:28]2)=[CH:14][N:13]=1)C1C=CC=CC=1.CSC.C(=O)([O-])O.[Na+]. The catalyst is ClCCl. The product is [O:22]1[CH:23]=[CH:24][CH:25]=[C:21]1[C:19]1[N:20]=[C:16]2[N:17]([C:12]([NH:11][CH2:10][CH2:9][OH:8])=[N:13][CH:14]=[C:15]2[CH2:26][N:27]2[CH2:32][CH2:31][N:30]([C:33]3[CH:38]=[CH:37][CH:36]=[CH:35][CH:34]=3)[CH2:29][CH2:28]2)[N:18]=1. The yield is 0.350.